The task is: Predict the product of the given reaction.. This data is from Forward reaction prediction with 1.9M reactions from USPTO patents (1976-2016). (1) Given the reactants [CH2:1]1[CH2:6][C@@H:5]([NH2:7])[C@H:4]([NH2:8])[CH2:3][CH2:2]1.[C:9]([OH:14])([C:11]([OH:13])=[O:12])=[O:10].[Pt:15].C(O)[C@H]1O[C@H](O[C@]2(CO)O[C@H](CO)[C@@H](O)[C@@H]2O)[C@H](O)[C@@H](O)[C@@H]1O, predict the reaction product. The product is: [CH2:1]1[CH2:6][C@H:5]2[NH2:7][Pt:15]3([O:13][C:11](=[O:12])[C:9](=[O:14])[O:10]3)[NH2:8][C@@H:4]2[CH2:3][CH2:2]1. (2) The product is: [Br:1][C:2]1[CH:3]=[C:4]2[C:9](=[CH:10][CH:11]=1)[N:8]([CH2:23][C:22]1[CH:25]=[CH:26][C:19]([O:18][CH3:17])=[CH:20][CH:21]=1)[C:7](=[O:12])[CH2:6][C:5]2([CH3:14])[CH3:13]. Given the reactants [Br:1][C:2]1[CH:3]=[C:4]2[C:9](=[CH:10][CH:11]=1)[NH:8][C:7](=[O:12])[CH2:6][C:5]2([CH3:14])[CH3:13].[H-].[Na+].[CH3:17][O:18][C:19]1[CH:26]=[CH:25][C:22]([CH2:23]Cl)=[CH:21][CH:20]=1, predict the reaction product.